From a dataset of Catalyst prediction with 721,799 reactions and 888 catalyst types from USPTO. Predict which catalyst facilitates the given reaction. (1) Product: [F:10][C:8]1[C:7]([N+:11]([O-:13])=[O:12])=[CH:6][C:5]([OH:14])=[C:4]([CH:9]=1)[CH:3]=[O:2]. The catalyst class is: 58. Reactant: C[O:2][CH:3](OC)[C:4]1[CH:9]=[C:8]([F:10])[C:7]([N+:11]([O-:13])=[O:12])=[CH:6][C:5]=1[O:14]S(C)(=O)=O.CS(C)=O.[OH-].[K+].Cl. (2) Reactant: [C:1]([C:5]1[CH:10]=[CH:9][C:8]([S:11]([NH:14][C:15]2[CH:16]=[C:17]3[C:21](=[CH:22][CH:23]=2)[NH:20][C:19]([C:24](O)=[O:25])=[C:18]3[C:27]2[CH:32]=[CH:31][N:30]=[CH:29][CH:28]=2)(=[O:13])=[O:12])=[CH:7][CH:6]=1)([CH3:4])([CH3:3])[CH3:2].[NH2:33][CH2:34][CH2:35][N:36]1[CH2:41][CH2:40][O:39][CH2:38][CH2:37]1. Product: [N:36]1([CH2:35][CH2:34][NH:33][C:24]([C:19]2[NH:20][C:21]3[C:17]([C:18]=2[C:27]2[CH:28]=[CH:29][N:30]=[CH:31][CH:32]=2)=[CH:16][C:15]([NH:14][S:11]([C:8]2[CH:7]=[CH:6][C:5]([C:1]([CH3:2])([CH3:3])[CH3:4])=[CH:10][CH:9]=2)(=[O:13])=[O:12])=[CH:23][CH:22]=3)=[O:25])[CH2:41][CH2:40][O:39][CH2:38][CH2:37]1. The catalyst class is: 98. (3) Reactant: [NH2:1][C@@H:2]1[C@H:6]([NH:7][C:8]2[N:17]=[CH:16][C:15]3[C:10](=[CH:11][CH:12]=[C:13]([C:18]4[C:23]([Cl:24])=[C:22]([O:25][CH3:26])[CH:21]=[C:20]([O:27][CH3:28])[C:19]=4[Cl:29])[CH:14]=3)[N:9]=2)[CH2:5][C@H:4]([C:30]([N:32]([CH3:34])[CH3:33])=[O:31])[CH2:3]1.CCN(C(C)C)C(C)C.[C:44](Cl)(=[O:47])[CH:45]=[CH2:46]. Product: [C:44]([NH:1][C@@H:2]1[C@H:6]([NH:7][C:8]2[N:17]=[CH:16][C:15]3[C:10](=[CH:11][CH:12]=[C:13]([C:18]4[C:23]([Cl:24])=[C:22]([O:25][CH3:26])[CH:21]=[C:20]([O:27][CH3:28])[C:19]=4[Cl:29])[CH:14]=3)[N:9]=2)[CH2:5][C@H:4]([C:30]([N:32]([CH3:34])[CH3:33])=[O:31])[CH2:3]1)(=[O:47])[CH:45]=[CH2:46]. The catalyst class is: 2. (4) Reactant: [CH3:1][NH:2][NH2:3].[F:4][C:5]1[CH:12]=[C:11]([F:13])[CH:10]=[C:9]([F:14])[C:6]=1[CH:7]=O. Product: [CH3:1][NH:2]/[N:3]=[CH:7]/[C:6]1[C:5]([F:4])=[CH:12][C:11]([F:13])=[CH:10][C:9]=1[F:14]. The catalyst class is: 1. (5) Reactant: FC(F)(F)S([O:6][S:7]([C:10]([F:13])([F:12])[F:11])(=[O:9])=[O:8])(=O)=O.[CH3:16][N:17]([CH3:42])[C@@H:18]1[CH2:22][CH2:21][N:20]([C:23]2[CH:28]=[CH:27][C:26]([N:29]3[CH2:38][CH2:37][C:36]4[C:31](=[CH:32][CH:33]=[C:34](O)[CH:35]=4)[C:30]3=[O:40])=[CH:25][C:24]=2[F:41])[CH2:19]1.N1C=CC=CC=1. Product: [CH3:16][N:17]([CH3:42])[C@@H:18]1[CH2:22][CH2:21][N:20]([C:23]2[CH:28]=[CH:27][C:26]([N:29]3[CH2:38][CH2:37][C:36]4[C:31](=[CH:32][CH:33]=[C:34]([O:6][S:7]([C:10]([F:11])([F:12])[F:13])(=[O:8])=[O:9])[CH:35]=4)[C:30]3=[O:40])=[CH:25][C:24]=2[F:41])[CH2:19]1. The catalyst class is: 4.